Task: Regression. Given a peptide amino acid sequence and an MHC pseudo amino acid sequence, predict their binding affinity value. This is MHC class I binding data.. Dataset: Peptide-MHC class I binding affinity with 185,985 pairs from IEDB/IMGT The binding affinity (normalized) is 0.385. The MHC is HLA-A02:06 with pseudo-sequence HLA-A02:06. The peptide sequence is EYSGGLHGV.